Dataset: Forward reaction prediction with 1.9M reactions from USPTO patents (1976-2016). Task: Predict the product of the given reaction. (1) Given the reactants Cl.N[C:3]1[C:8]([O:9][CH3:10])=[CH:7][C:6]([N:11]2[C:19](=[O:20])[C:18]3[C:13](=[CH:14][CH:15]=[CH:16][CH:17]=3)[C:12]2=[O:21])=[C:5]([CH3:22])[CH:4]=1.N([O-])=O.[Na+].[C-]#N.[K+].[Cu][C:31]#[N:32].[Cl-].[Na+].C(=O)([O-])O.[Na+], predict the reaction product. The product is: [O:21]=[C:12]1[C:13]2[C:18](=[CH:17][CH:16]=[CH:15][CH:14]=2)[C:19](=[O:20])[N:11]1[C:6]1[C:5]([CH3:22])=[CH:4][C:3]([C:31]#[N:32])=[C:8]([O:9][CH3:10])[CH:7]=1. (2) Given the reactants [C:1]1(=[O:8])[O:7][C:5](=[O:6])[CH2:4][CH2:3][CH2:2]1.C(Cl)(Cl)Cl.N1C=CC=CC=1.C[OH:20], predict the reaction product. The product is: [C:1]([OH:7])(=[O:8])[CH2:2][CH2:3][CH2:4][C:5]([OH:20])=[O:6]. (3) Given the reactants [CH3:1][O:2][C:3](=[O:12])[CH2:4][C:5]1[CH:10]=[CH:9][CH:8]=[C:7]([F:11])[CH:6]=1.C[Si]([N-][Si](C)(C)C)(C)C.[Li+].Br[CH2:24][CH2:25][CH:26]=[CH2:27].O, predict the reaction product. The product is: [CH3:1][O:2][C:3](=[O:12])[C:4]([CH2:6][CH2:5][CH:4]=[CH2:3])([C:5]1[CH:10]=[CH:9][CH:8]=[C:7]([F:11])[CH:6]=1)[CH2:24][CH2:25][CH:26]=[CH2:27]. (4) Given the reactants [Br:1][C:2]1[C:3]([NH:11][CH2:12][C:13]#[CH:14])=[N:4][C:5]([S:9][CH3:10])=[N:6][C:7]=1[Cl:8].ClC1C=CC=C(C(OO)=[O:23])C=1, predict the reaction product. The product is: [Br:1][C:2]1[C:3]([NH:11][CH2:12][C:13]#[CH:14])=[N:4][C:5]([S:9]([CH3:10])=[O:23])=[N:6][C:7]=1[Cl:8]. (5) Given the reactants Br[CH2:2][C:3]1[O:4][CH:5]=[C:6]([OH:10])[C:7](=[O:9])[CH:8]=1.[NH:11]1[CH2:16][CH2:15][O:14][CH2:13][CH2:12]1, predict the reaction product. The product is: [OH:10][C:6]1[C:7](=[O:9])[CH:8]=[C:3]([CH2:2][N:11]2[CH2:16][CH2:15][O:14][CH2:13][CH2:12]2)[O:4][CH:5]=1. (6) Given the reactants C1COC(C2C=CC(F)=CC=2)(CCC[N:7]2[CH2:12][CH2:11][N:10]([C:13](=[O:28])[C:14]3[CH:19]=[C:18]([C:20]([F:23])([F:22])[F:21])[CH:17]=[C:16]([C:24]([F:27])([F:26])[F:25])[CH:15]=3)[C@H:9]([CH2:29][C:30]3[C:38]4[C:33](=[CH:34][CH:35]=[CH:36][CH:37]=4)[NH:32][CH:31]=3)[CH2:8]2)O1.[ClH:48], predict the reaction product. The product is: [ClH:48].[F:23][C:20]([F:21])([F:22])[C:18]1[CH:19]=[C:14]([CH:15]=[C:16]([C:24]([F:25])([F:26])[F:27])[CH:17]=1)[C:13]([N:10]1[CH2:11][CH2:12][NH:7][CH2:8][CH:9]1[CH2:29][C:30]1[C:38]2[C:33](=[CH:34][CH:35]=[CH:36][CH:37]=2)[NH:32][CH:31]=1)=[O:28]. (7) Given the reactants [Cl:1][C:2]1[CH:28]=[CH:27][C:5]([O:6][C@@H:7]([C:21]2[CH:26]=[CH:25][CH:24]=[CH:23][N:22]=2)[C@H:8]2[O:13][CH2:12][CH2:11][N:10](C(OC(C)(C)C)=O)[CH2:9]2)=[C:4]([O:29][CH3:30])[CH:3]=1.Cl.C(OCC)C.[C:37]([OH:44])(=[O:43])/[CH:38]=[CH:39]/[C:40]([OH:42])=[O:41].CC(O)C, predict the reaction product. The product is: [Cl:1][C:2]1[CH:28]=[CH:27][C:5]([O:6][C@@H:7]([C:21]2[CH:26]=[CH:25][CH:24]=[CH:23][N:22]=2)[C@H:8]2[O:13][CH2:12][CH2:11][NH:10][CH2:9]2)=[C:4]([O:29][CH3:30])[CH:3]=1.[C:37]([OH:44])(=[O:43])/[CH:38]=[CH:39]/[C:40]([OH:42])=[O:41].[Cl:1][C:2]1[CH:28]=[CH:27][C:5]([O:6][C@@H:7]([C:21]2[CH:26]=[CH:25][CH:24]=[CH:23][N:22]=2)[C@H:8]2[O:13][CH2:12][CH2:11][NH:10][CH2:9]2)=[C:4]([O:29][CH3:30])[CH:3]=1. (8) Given the reactants CS([C:5]1[N:10]=[C:9]([C:11]2[CH:12]=[N:13][CH:14]=[CH:15][CH:16]=2)[CH:8]=[CH:7][N:6]=1)(=O)=O.[CH3:17][C:18]1[C:23]([NH2:24])=[CH:22][C:21]([N+:25]([O-:27])=[O:26])=[CH:20][N:19]=1.[H-].[Na+].C(Cl)(Cl)Cl, predict the reaction product. The product is: [N+:25]([C:21]1[CH:22]=[C:23]([NH:24][C:5]2[N:10]=[C:9]([C:11]3[CH:12]=[N:13][CH:14]=[CH:15][CH:16]=3)[CH:8]=[CH:7][N:6]=2)[C:18]([CH3:17])=[N:19][CH:20]=1)([O-:27])=[O:26]. (9) Given the reactants [O:1]=[C:2]1[CH:7]=[C:6]([C:8]2[CH:9]=[N:10][C:11]([C:14]([F:17])([F:16])[F:15])=[CH:12][CH:13]=2)[CH:5]=[CH:4][N:3]1[C:18]1[CH:23]=[CH:22][C:21]2[C:24]3[CH2:29][CH2:28][N:27](C(OC(C)(C)C)=O)[CH2:26][C:25]=3[O:37][C:20]=2[CH:19]=1.Cl, predict the reaction product. The product is: [CH2:26]1[C:25]2[O:37][C:20]3[CH:19]=[C:18]([N:3]4[CH:4]=[CH:5][C:6]([C:8]5[CH:9]=[N:10][C:11]([C:14]([F:17])([F:15])[F:16])=[CH:12][CH:13]=5)=[CH:7][C:2]4=[O:1])[CH:23]=[CH:22][C:21]=3[C:24]=2[CH2:29][CH2:28][NH:27]1.